This data is from Full USPTO retrosynthesis dataset with 1.9M reactions from patents (1976-2016). The task is: Predict the reactants needed to synthesize the given product. (1) Given the product [F:29][C:25]1[CH:24]=[N:23][CH:22]=[C:21]([C:9]2[CH:10]=[C:11]3[C:15](=[CH:16][CH:17]=2)[C:14](=[O:18])[O:13][CH2:12]3)[C:26]=1[CH:27]=[O:28], predict the reactants needed to synthesize it. The reactants are: CC1(C)C(C)(C)OB([C:9]2[CH:10]=[C:11]3[C:15](=[CH:16][CH:17]=2)[C:14](=[O:18])[O:13][CH2:12]3)O1.Br[C:21]1[CH:22]=[N:23][CH:24]=[C:25]([F:29])[C:26]=1[CH:27]=[O:28].C(=O)([O-])[O-].[Na+].[Na+].C(Cl)Cl. (2) Given the product [Cl:11][C:10]1[CH:9]=[CH:8][CH:7]=[C:3]2[C:2]=1[N:1]=[CH:13][NH:15][C:4]2=[O:5], predict the reactants needed to synthesize it. The reactants are: [NH2:1][C:2]1[C:10]([Cl:11])=[CH:9][CH:8]=[CH:7][C:3]=1[C:4](O)=[O:5].O.[CH:13]([NH2:15])=O. (3) The reactants are: [Br:1][C:2]1[CH:3]=[C:4](I)[C:5]2[O:14][C:13]3[CH2:12][CH2:11][N:10]([C:15]([O:17][C:18]([CH3:21])([CH3:20])[CH3:19])=[O:16])[CH2:9][C:8]=3[C:6]=2[CH:7]=1.C([Mg]Br)(C)C.[CH3:28][CH:29]1[CH2:31][O:30]1. Given the product [Br:1][C:2]1[CH:3]=[C:4]([CH2:28][CH:29]([OH:30])[CH3:31])[C:5]2[O:14][C:13]3[CH2:12][CH2:11][N:10]([C:15]([O:17][C:18]([CH3:21])([CH3:20])[CH3:19])=[O:16])[CH2:9][C:8]=3[C:6]=2[CH:7]=1, predict the reactants needed to synthesize it. (4) Given the product [CH3:24][C:16]1([C:20]([F:23])([F:22])[F:21])[S:15][C:14]([NH:13][C@H:11]([C:8]2[CH:9]=[CH:10][C:5]([C:1]#[N:2])=[CH:6][CH:7]=2)[CH3:12])=[N:18][C:17]1=[O:19], predict the reactants needed to synthesize it. The reactants are: [C:1]([Cu])#[N:2].Br[C:5]1[CH:10]=[CH:9][C:8]([C@@H:11]([NH:13][C:14]2[S:15][C:16]([CH3:24])([C:20]([F:23])([F:22])[F:21])[C:17](=[O:19])[N:18]=2)[CH3:12])=[CH:7][CH:6]=1. (5) Given the product [CH2:4]([O:3][C:1]([N:8]1[CH2:9][CH2:10][S:11][CH2:12][CH2:13]1)=[O:2])[CH3:5], predict the reactants needed to synthesize it. The reactants are: [C:1]([N:8]1[CH2:13][CH2:12][S:11][CH2:10][CH:9]1C(O)=O)([O:3][C:4](C)(C)[CH3:5])=[O:2].Cl.C(OC(=O)[C@H](CS)N)C.C(N(CC)CC)C.BrC(Br)C. (6) Given the product [CH3:17][O:16][C:11]1[CH:12]=[C:13]2[C:8](=[CH:9][CH:10]=1)[CH2:7][CH:6]([C:2]1([CH3:5])[CH2:3][O:4][C:26](=[O:28])[NH:1]1)[CH2:15][CH2:14]2, predict the reactants needed to synthesize it. The reactants are: [NH2:1][C:2]([CH:6]1[CH2:15][CH2:14][C:13]2[C:8](=[CH:9][CH:10]=[C:11]([O:16][CH3:17])[CH:12]=2)[CH2:7]1)([CH3:5])[CH2:3][OH:4].C(N(CC)CC)C.Cl[C:26](Cl)([O:28]C(=O)OC(Cl)(Cl)Cl)Cl.